From a dataset of Forward reaction prediction with 1.9M reactions from USPTO patents (1976-2016). Predict the product of the given reaction. (1) Given the reactants Br[C:2]1[CH:7]=[CH:6][C:5]([CH2:8][CH2:9][N:10]([CH3:12])[CH3:11])=[CH:4][CH:3]=1.[CH3:13][C:14]1([CH3:30])[C:18]([CH3:20])([CH3:19])[O:17][B:16]([B:16]2[O:17][C:18]([CH3:20])([CH3:19])[C:14]([CH3:30])([CH3:13])[O:15]2)[O:15]1.CC([O-])=O.[K+], predict the reaction product. The product is: [CH3:11][N:10]([CH3:12])[CH2:9][CH2:8][C:5]1[CH:6]=[CH:7][C:2]([B:16]2[O:17][C:18]([CH3:20])([CH3:19])[C:14]([CH3:30])([CH3:13])[O:15]2)=[CH:3][CH:4]=1. (2) Given the reactants Br.Br[CH2:3][C:4]1[CH:5]=[N:6][CH:7]=[CH:8][CH:9]=1.BrCC1CCCCO1.[NH:18]1[C:26]2[C:21](=[CH:22][CH:23]=[CH:24][CH:25]=2)[C:20]2([C:37]3[C:33]4=[N:34][O:35][N:36]=[C:32]4[CH:31]=[CH:30][C:29]=3[O:28][CH2:27]2)[C:19]1=[O:38], predict the reaction product. The product is: [N:6]1[CH:7]=[CH:8][CH:9]=[C:4]([CH2:3][N:18]2[C:26]3[C:21](=[CH:22][CH:23]=[CH:24][CH:25]=3)[C:20]3([C:37]4[C:33]5=[N:34][O:35][N:36]=[C:32]5[CH:31]=[CH:30][C:29]=4[O:28][CH2:27]3)[C:19]2=[O:38])[CH:5]=1.